From a dataset of Catalyst prediction with 721,799 reactions and 888 catalyst types from USPTO. Predict which catalyst facilitates the given reaction. (1) Reactant: [N:1]([CH2:4][C@@H:5]1[O:11][C:10]2[C:12]([C:17]3[C:22]([Cl:23])=[CH:21][CH:20]=[CH:19][C:18]=3[Cl:24])=[CH:13][C:14]([F:16])=[CH:15][C:9]=2[CH2:8][CH2:7]C1)=[N+]=[N-].C1(P(C2C=CC=CC=2)C2C=CC=CC=2)C=CC=CC=1. Product: [Cl:23][C:22]1[CH:21]=[CH:20][CH:19]=[C:18]([Cl:24])[C:17]=1[C:12]1[CH:13]=[C:14]([F:16])[CH:15]=[C:9]2[C:10]=1[O:11][C@@H:5]([CH2:4][NH2:1])[CH2:7][CH2:8]2. The catalyst class is: 30. (2) Reactant: [O:1]1[C:9]2[CH:8]=[CH:7][N:6]=[CH:5][C:4]=2[CH:3]=[C:2]1[C:10]1[O:14][N:13]=[C:12]([CH2:15][NH2:16])[N:11]=1.[C:17]([O:21][C:22]([N:24]1[CH2:29][CH2:28][CH:27]([CH:30]=O)[CH2:26][CH2:25]1)=[O:23])([CH3:20])([CH3:19])[CH3:18].CCOC(C)=O. Product: [C:17]([O:21][C:22]([N:24]1[CH2:29][CH2:28][CH:27]([CH2:30][NH:16][CH2:15][C:12]2[N:11]=[C:10]([C:2]3[O:1][C:9]4[CH:8]=[CH:7][N:6]=[CH:5][C:4]=4[CH:3]=3)[O:14][N:13]=2)[CH2:26][CH2:25]1)=[O:23])([CH3:20])([CH3:18])[CH3:19]. The catalyst class is: 2. (3) Reactant: C(O)(=O)C.C(N)CC.C([O-])(=O)C.C([NH3+])CC.[Cl:17][C:18]1[CH:19]=[C:20]([C:25]2[O:31][C:28]([CH:29]=O)=[CH:27][CH:26]=2)[CH:21]=[CH:22][C:23]=1[Cl:24].[N+:32]([CH3:35])([O-:34])=[O:33]. Product: [Cl:17][C:18]1[CH:19]=[C:20]([C:25]2[O:31][C:28](/[CH:29]=[CH:35]/[N+:32]([O-:34])=[O:33])=[CH:27][CH:26]=2)[CH:21]=[CH:22][C:23]=1[Cl:24]. The catalyst class is: 5.